From a dataset of Reaction yield outcomes from USPTO patents with 853,638 reactions. Predict the reaction yield, written as a fraction of the theoretical maximum amount of product (1.0 means a 100% yield; for example, 0.34 means a 34% yield). (1) The reactants are [CH2:1]([O:3][C:4](=[O:27])[NH:5][C:6]1[CH:11]=[CH:10][C:9]([CH2:12][NH:13][C:14]2[CH:19]=[CH:18][C:17]([C:20]([CH3:23])([CH3:22])[CH3:21])=[CH:16][CH:15]=2)=[CH:8][C:7]=1[N+:24]([O-])=O)[CH3:2].S(S([O-])=O)([O-])=O.[Na+].[Na+]. The catalyst is O1CCCC1.O. The product is [CH2:1]([O:3][C:4](=[O:27])[NH:5][C:6]1[CH:11]=[CH:10][C:9]([CH2:12][NH:13][C:14]2[CH:19]=[CH:18][C:17]([C:20]([CH3:22])([CH3:21])[CH3:23])=[CH:16][CH:15]=2)=[CH:8][C:7]=1[NH2:24])[CH3:2]. The yield is 0.620. (2) The reactants are O[O:2][S:3]([O-:5])=O.[K+].[Cl:7][C:8]1[CH:31]=[CH:30][C:11]([NH:12][C:13]2[C:22]3[C:17](=[CH:18][C:19]([O:25][CH2:26][CH2:27]SC)=[C:20]([O:23][CH3:24])[CH:21]=3)[N:16]=[CH:15][N:14]=2)=[C:10]([F:32])[CH:9]=1.[CH3:33]O. The catalyst is O.C(Cl)Cl. The product is [Cl:7][C:8]1[CH:31]=[CH:30][C:11]([NH:12][C:13]2[C:22]3[C:17](=[CH:18][C:19]([O:25][CH2:26][CH2:27][S:3]([CH3:33])(=[O:5])=[O:2])=[C:20]([O:23][CH3:24])[CH:21]=3)[N:16]=[CH:15][N:14]=2)=[C:10]([F:32])[CH:9]=1. The yield is 0.800. (3) The reactants are Cl[CH2:2][C:3]1[N:4]=[C:5]([C:8]2[CH:13]=[CH:12][C:11]([Cl:14])=[CH:10][CH:9]=2)[O:6][CH:7]=1.[F:15][C:16]1[C:24]([OH:25])=[CH:23][CH:22]=[C:21]([F:26])[C:17]=1[C:18]([NH2:20])=[O:19].C(=O)([O-])[O-].[K+].[K+]. The catalyst is CN(C=O)C. The product is [Cl:14][C:11]1[CH:12]=[CH:13][C:8]([C:5]2[O:6][CH:7]=[C:3]([CH2:2][O:25][C:24]3[C:16]([F:15])=[C:17]([C:21]([F:26])=[CH:22][CH:23]=3)[C:18]([NH2:20])=[O:19])[N:4]=2)=[CH:9][CH:10]=1. The yield is 0.310. (4) The reactants are Cl.[F:2][C:3]([F:22])([F:21])[O:4][C:5]1[CH:6]=[C:7]([CH:11]2[CH2:15][C:14]3([CH2:20][CH2:19][NH:18][CH2:17][CH2:16]3)[O:13][CH2:12]2)[CH:8]=[CH:9][CH:10]=1.[CH3:23][C:24]([O:27][C:28](O[C:28]([O:27][C:24]([CH3:26])([CH3:25])[CH3:23])=[O:29])=[O:29])([CH3:26])[CH3:25].CCN(C(C)C)C(C)C.Cl. The catalyst is C1COCC1.CN(C1C=CN=CC=1)C.O.CC(=O)OCC. The product is [F:22][C:3]([F:2])([F:21])[O:4][C:5]1[CH:6]=[C:7]([CH:11]2[CH2:15][C:14]3([CH2:16][CH2:17][N:18]([C:28]([O:27][C:24]([CH3:26])([CH3:25])[CH3:23])=[O:29])[CH2:19][CH2:20]3)[O:13][CH2:12]2)[CH:8]=[CH:9][CH:10]=1. The yield is 0.990. (5) The reactants are [F:1][C:2]([F:13])([F:12])[C:3]1[CH:8]=[CH:7][C:6](B(O)O)=[CH:5][CH:4]=1.Br[C:15]1[CH:22]=[CH:21][C:20]([CH:23]([OH:27])[CH2:24][CH2:25][CH3:26])=[CH:19][C:16]=1[C:17]#[N:18].C(=O)([O-])[O-].[Na+].[Na+]. The catalyst is C(#N)C. The product is [OH:27][CH:23]([C:20]1[CH:19]=[C:16]([C:17]#[N:18])[C:15]([C:6]2[CH:7]=[CH:8][C:3]([C:2]([F:13])([F:12])[F:1])=[CH:4][CH:5]=2)=[CH:22][CH:21]=1)[CH2:24][CH2:25][CH3:26]. The yield is 0.832. (6) The reactants are [CH:1]([N:4]1[C:8]([CH2:9][CH2:10][C:11](OCC)=[O:12])=[CH:7][C:6]([O:16][CH2:17][C:18]2[CH:27]=[CH:26][C:25]3[C:20](=[CH:21][CH:22]=[CH:23][CH:24]=3)[N:19]=2)=[N:5]1)([CH3:3])[CH3:2].[H-].C([Al+]CC(C)C)C(C)C.C(O)C.[Cl-].[NH4+]. The catalyst is O1CCCC1.C1(C)C=CC=CC=1. The product is [CH:1]([N:4]1[C:8]([CH2:9][CH2:10][CH2:11][OH:12])=[CH:7][C:6]([O:16][CH2:17][C:18]2[CH:27]=[CH:26][C:25]3[C:20](=[CH:21][CH:22]=[CH:23][CH:24]=3)[N:19]=2)=[N:5]1)([CH3:3])[CH3:2]. The yield is 0.850. (7) The reactants are [CH3:1][O:2][C:3]([C:5]1[N:6]=[C:7]([C:18]2[CH:23]=[CH:22][C:21](Br)=[CH:20][CH:19]=2)[O:8][C:9]=1[C:10]1[CH:15]=[CH:14][C:13]([Cl:16])=[C:12]([Cl:17])[CH:11]=1)=[O:4].[S:25]1[CH:29]=[CH:28][C:27](B(O)O)=[CH:26]1.[F-].[K+]. The catalyst is C1COCC1.CC(C)([P](C(C)(C)C)([Pd][P](C(C)(C)C)(C(C)(C)C)C(C)(C)C)C(C)(C)C)C. The product is [CH3:1][O:2][C:3]([C:5]1[N:6]=[C:7]([C:18]2[CH:23]=[CH:22][C:21]([C:27]3[CH:28]=[CH:29][S:25][CH:26]=3)=[CH:20][CH:19]=2)[O:8][C:9]=1[C:10]1[CH:15]=[CH:14][C:13]([Cl:16])=[C:12]([Cl:17])[CH:11]=1)=[O:4]. The yield is 0.370. (8) The reactants are [CH3:1][C:2]1[C:16](=[O:17])[N:15]=[C:14]2[N:4]([C@@H:5]3[O:9][C@H:8]([CH2:10][OH:11])[C@@H:7]([OH:12])[C@@H:6]3[O:13]2)[CH:3]=1.[CH3:18][O:19][CH2:20][CH2:21][O:22]B([O:22][CH2:21][CH2:20][O:19][CH3:18])[O:22][CH2:21][CH2:20][O:19][CH3:18]. The catalyst is COCCO. The product is [CH3:18][O:19][CH2:20][CH2:21][O:22][C@@H:6]1[C@H:7]([OH:12])[C@@H:8]([CH2:10][OH:11])[O:9][C@H:5]1[N:4]1[CH:3]=[C:2]([CH3:1])[C:16](=[O:17])[NH:15][C:14]1=[O:13]. The yield is 0.630. (9) The reactants are [NH2:1][C@@H:2]1[C:11]2[C:6](=[CH:7][CH:8]=[CH:9][CH:10]=2)[C@H:5]([OH:12])[CH2:4][CH2:3]1.[H-].[Na+].[CH2:15]([O:18][CH:19]1[CH2:24][CH2:23][N:22]([C:25]2[N:29]3[CH:30]=[C:31](F)[CH:32]=[CH:33][C:28]3=[N:27][N:26]=2)[CH2:21][CH2:20]1)[CH:16]=[CH2:17].CC(O)=O. The catalyst is CN(C=O)C. The product is [CH2:15]([O:18][CH:19]1[CH2:20][CH2:21][N:22]([C:25]2[N:29]3[CH:30]=[C:31]([O:12][C@H:5]4[C:6]5[C:11](=[CH:10][CH:9]=[CH:8][CH:7]=5)[C@@H:2]([NH2:1])[CH2:3][CH2:4]4)[CH:32]=[CH:33][C:28]3=[N:27][N:26]=2)[CH2:23][CH2:24]1)[CH:16]=[CH2:17]. The yield is 0.810.